This data is from Forward reaction prediction with 1.9M reactions from USPTO patents (1976-2016). The task is: Predict the product of the given reaction. (1) Given the reactants C(C1C=C(NC(=O)CC)C=CC=1)#N.[NH2:14][C:15]1[CH:16]=[C:17]([CH:20]=[C:21]([Cl:23])[CH:22]=1)[C:18]#[N:19].[CH3:24][CH2:25][CH2:26][CH2:27][C:28](Cl)=[O:29], predict the reaction product. The product is: [Cl:23][C:21]1[CH:22]=[C:15]([NH:14][C:28](=[O:29])[CH2:27][CH2:26][CH2:25][CH3:24])[CH:16]=[C:17]([C:18]#[N:19])[CH:20]=1. (2) Given the reactants [H-].[Na+].[Si:3]([O:10][CH2:11][CH2:12][CH2:13][OH:14])([C:6]([CH3:9])([CH3:8])[CH3:7])([CH3:5])[CH3:4].Cl[C:16]1[C:21]([CH3:22])=[C:20]([CH2:23][NH:24][CH:25]2[CH2:27][CH2:26]2)[CH:19]=[CH:18][N:17]=1, predict the reaction product. The product is: [Si:3]([O:10][CH2:11][CH2:12][CH2:13][O:14][C:16]1[C:21]([CH3:22])=[C:20]([CH2:23][NH:24][CH:25]2[CH2:27][CH2:26]2)[CH:19]=[CH:18][N:17]=1)([C:6]([CH3:8])([CH3:9])[CH3:7])([CH3:5])[CH3:4]. (3) The product is: [OH:1][C:2]1[CH:7]=[C:6]([CH:5]=[CH:4][C:3]=1[I:59])[CH2:8][NH:9][CH:10]=[C:11]1[C:20]2[C:15](=[CH:16][CH:17]=[C:18]([I:21])[CH:19]=2)[C:14](=[O:22])[NH:13][C:12]1=[O:23]. Given the reactants [OH:1][C:2]1[CH:7]=[C:6]([CH2:8][NH:9][CH:10]=[C:11]2[C:20]3[C:15](=[CH:16][CH:17]=[C:18]([I:21])[CH:19]=3)[C:14](=[O:22])[NH:13][C:12]2=[O:23])[CH:5]=[CH:4][C:3]=1C1C=CC=CC=1.O1C=CC=C1C1C=C2C(=CC=1)C(=O)NC(=O)C2=COC.NCC1C=CC([I:59])=C(O)C=1, predict the reaction product. (4) Given the reactants [OH:1][C:2]1[CH:3]=[C:4]([CH2:8][NH:9][C:10]([C:12]2[CH:13]=[C:14]3[C:19](=[CH:20][CH:21]=2)[N:18]=[CH:17][CH:16]=[CH:15]3)=[O:11])[CH:5]=[CH:6][CH:7]=1.C(=O)([O-])[O-].[K+].[K+].CN(C=O)C.Br[CH2:34][CH:35]=[CH:36][CH3:37], predict the reaction product. The product is: [CH2:34]([O:1][C:2]1[CH:3]=[C:4]([CH2:8][NH:9][C:10]([C:12]2[CH:13]=[C:14]3[C:19](=[CH:20][CH:21]=2)[N:18]=[CH:17][CH:16]=[CH:15]3)=[O:11])[CH:5]=[CH:6][CH:7]=1)[CH:35]=[CH:36][CH3:37]. (5) Given the reactants [F:1][C:2]1[CH:7]=[CH:6][CH:5]=[CH:4][C:3]=1[N:8]1[C:12]([C:13]2[CH:18]=[CH:17][N:16]=[CH:15][CH:14]=2)=[C:11]([C:19]2[O:23][N:22]=[C:21]([C:24]3[CH:31]=[CH:30][C:27]([CH:28]=O)=[CH:26][CH:25]=3)[N:20]=2)[N:10]=[N:9]1.F[C:33]1([F:39])[CH2:38][CH2:37][NH:36][CH2:35]C1, predict the reaction product. The product is: [F:1][C:2]1[CH:7]=[CH:6][CH:5]=[CH:4][C:3]=1[N:8]1[C:12]([C:13]2[CH:18]=[CH:17][N:16]=[CH:15][CH:14]=2)=[C:11]([C:19]2[O:23][N:22]=[C:21]([C:24]3[CH:31]=[CH:30][C:27]([CH2:28][N:36]4[CH2:37][CH2:38][C@@H:33]([F:39])[CH2:35]4)=[CH:26][CH:25]=3)[N:20]=2)[N:10]=[N:9]1. (6) Given the reactants [Cl:1][C:2]1[CH:9]=[CH:8][C:5]([C:6]#[N:7])=[C:4]([C:10]2[C:15]([C:16]([F:19])([F:18])[F:17])=[CH:14][NH:13][C:12](=[O:20])[CH:11]=2)[CH:3]=1.Br[CH:22]([CH3:26])[C:23]([OH:25])=[O:24], predict the reaction product. The product is: [Cl:1][C:2]1[CH:9]=[CH:8][C:5]([C:6]#[N:7])=[C:4]([C:10]2[C:15]([C:16]([F:17])([F:18])[F:19])=[CH:14][N:13]([CH:22]([CH3:26])[C:23]([OH:25])=[O:24])[C:12](=[O:20])[CH:11]=2)[CH:3]=1. (7) Given the reactants [O:1]=[C:2]1[C:7]([CH2:8][C:9]2[CH:14]=[CH:13][C:12]([C:15]3[C:16]([C:21]#[N:22])=[CH:17][CH:18]=[CH:19][CH:20]=3)=[CH:11][CH:10]=2)=[C:6]([CH2:23][CH2:24][CH3:25])[N:5]2[N:26]=[CH:27][N:28]=[C:4]2[NH:3]1.I[CH2:30][CH2:31][CH3:32].C(=O)([O-])[O-].[K+].[K+].CN(C)C=O, predict the reaction product. The product is: [O:1]=[C:2]1[C:7]([CH2:8][C:9]2[CH:10]=[CH:11][C:12]([C:15]3[C:16]([C:21]#[N:22])=[CH:17][CH:18]=[CH:19][CH:20]=3)=[CH:13][CH:14]=2)=[C:6]([CH2:23][CH2:24][CH3:25])[N:5]2[N:26]=[CH:27][N:28]=[C:4]2[N:3]1[CH2:30][CH2:31][CH3:32]. (8) Given the reactants [CH3:1][O:2][C:3](=[O:19])[CH:4]([NH:8][C:9](=[O:18])[C:10]1[C:15]([Cl:16])=[CH:14][CH:13]=[CH:12][C:11]=1[Cl:17])[CH2:5][CH:6]=[CH2:7].Br[C:21]1[CH:26]=[CH:25][C:24]([C:27]2([CH2:33][O:34][CH3:35])[CH2:32][CH2:31][O:30][CH2:29][CH2:28]2)=[CH:23][CH:22]=1, predict the reaction product. The product is: [CH3:1][O:2][C:3](=[O:19])[CH:4]([NH:8][C:9](=[O:18])[C:10]1[C:11]([Cl:17])=[CH:12][CH:13]=[CH:14][C:15]=1[Cl:16])[CH2:5]/[CH:6]=[CH:7]/[C:21]1[CH:22]=[CH:23][C:24]([C:27]2([CH2:33][O:34][CH3:35])[CH2:32][CH2:31][O:30][CH2:29][CH2:28]2)=[CH:25][CH:26]=1. (9) Given the reactants C[O:2][C:3](=O)[C:4]1[CH:9]=[CH:8][C:7]([C:10]2[O:11][CH:12]=[CH:13][N:14]=2)=[CH:6][CH:5]=1.CC(C[AlH]CC(C)C)C, predict the reaction product. The product is: [O:11]1[CH:12]=[CH:13][N:14]=[C:10]1[C:7]1[CH:6]=[CH:5][C:4]([CH2:3][OH:2])=[CH:9][CH:8]=1.